Dataset: Reaction yield outcomes from USPTO patents with 853,638 reactions. Task: Predict the reaction yield, written as a fraction of the theoretical maximum amount of product (1.0 means a 100% yield; for example, 0.34 means a 34% yield). (1) The reactants are [F:1][C:2]1[CH:36]=[C:35]([N+:37]([O-])=O)[CH:34]=[CH:33][C:3]=1[O:4][C:5]1[CH:10]=[CH:9][N:8]=[C:7]2[CH:11]=[C:12]([C:14]3[CH:15]=[C:16]([CH:30]=[CH:31][CH:32]=3)[CH2:17][N:18]([CH2:26][CH2:27][O:28][CH3:29])[C:19](=[O:25])[O:20][C:21]([CH3:24])([CH3:23])[CH3:22])[S:13][C:6]=12.[BH4-].[Na+].Cl. The catalyst is C1COCC1.CO.Cl[Ni]Cl. The product is [NH2:37][C:35]1[CH:34]=[CH:33][C:3]([O:4][C:5]2[CH:10]=[CH:9][N:8]=[C:7]3[CH:11]=[C:12]([C:14]4[CH:15]=[C:16]([CH:30]=[CH:31][CH:32]=4)[CH2:17][N:18]([CH2:26][CH2:27][O:28][CH3:29])[C:19](=[O:25])[O:20][C:21]([CH3:24])([CH3:23])[CH3:22])[S:13][C:6]=23)=[C:2]([F:1])[CH:36]=1. The yield is 0.720. (2) The reactants are [C:1]1([C:7]#C)[CH:6]=[CH:5][CH:4]=[CH:3][CH:2]=1.[N:9]([CH2:12][CH2:13][CH2:14]CCN1C=CC=C(OCC2C=CC=CC=2)C1=O)=[N+:10]=[N-:11].[C:32]1([N:38]2[CH:43]=[CH:42][C:41]([CH2:44][CH2:45][C:46]3N=NN[CH:50]=3)=[C:40]([O:51]C)[C:39]2=[O:53])[CH:37]=[CH:36][CH:35]=[CH:34][CH:33]=1. No catalyst specified. The product is [C:32]1([N:38]2[CH:43]=[CH:42][C:41]([CH2:44][CH2:45][CH2:46][CH2:50][CH2:14][C:13]3[N:11]=[N:10][NH:9][CH:12]=3)=[C:40]([O:51][CH2:7][C:1]3[CH:2]=[CH:3][CH:4]=[CH:5][CH:6]=3)[C:39]2=[O:53])[CH:33]=[CH:34][CH:35]=[CH:36][CH:37]=1. The yield is 0.720. (3) The reactants are Cl[C:2]1[C:7]2[S:8][C:9]([C:11]3[N:16]=[C:15]([CH2:17][N:18]([CH2:26][CH2:27][O:28][CH3:29])[C:19](=[O:25])[O:20][C:21]([CH3:24])([CH3:23])[CH3:22])[CH:14]=[CH:13][CH:12]=3)=[CH:10][C:6]=2[CH:5]=[CH:4][CH:3]=1.[N+:30]([C:33]1[CH:38]=[CH:37][C:36]([OH:39])=[C:35]([F:40])[CH:34]=1)([O-:32])=[O:31].CCN(CC)CC. The catalyst is C1(OC2C=CC=CC=2)C=CC=CC=1.C1COCC1.CCOC(C)=O. The product is [F:40][C:35]1[CH:34]=[C:33]([N+:30]([O-:32])=[O:31])[CH:38]=[CH:37][C:36]=1[O:39][C:2]1[C:7]2[S:8][C:9]([C:11]3[N:16]=[C:15]([CH2:17][N:18]([CH2:26][CH2:27][O:28][CH3:29])[C:19](=[O:25])[O:20][C:21]([CH3:24])([CH3:23])[CH3:22])[CH:14]=[CH:13][CH:12]=3)=[CH:10][C:6]=2[CH:5]=[CH:4][CH:3]=1. The yield is 0.470. (4) The reactants are Cl[C:2]1[N:7]=[C:6]([NH:8][C:9]2[CH:18]=[CH:17][C:12]3[NH:13][C:14](=[O:16])[NH:15][C:11]=3[CH:10]=2)[C:5]([F:19])=[CH:4][N:3]=1.[CH3:20][N:21]1[CH2:26][CH2:25][N:24]([C:27]2[N:32]=[CH:31][C:30]([NH2:33])=[CH:29][CH:28]=2)[CH2:23][CH2:22]1.C(O)(C(F)(F)F)=O. The catalyst is CC(O)C. The product is [NH:13]1[C:12]2[CH:17]=[CH:18][C:9]([NH:8][C:6]3[C:5]([F:19])=[CH:4][N:3]=[C:2]([NH:33][C:30]4[CH:29]=[CH:28][C:27]([N:24]5[CH2:25][CH2:26][N:21]([CH3:20])[CH2:22][CH2:23]5)=[N:32][CH:31]=4)[N:7]=3)=[CH:10][C:11]=2[NH:15][C:14]1=[O:16]. The yield is 0.600. (5) The reactants are [O:1]1[CH2:6][CH2:5][CH:4]([O:7][C:8]2[C:9]3[N:17]=[C:16]([C:18]4[CH:19]=[C:20]([NH2:24])[CH:21]=[N:22][CH:23]=4)[CH:15]=[CH:14][C:10]=3[N:11]=[CH:12][N:13]=2)[CH2:3][CH2:2]1.[Cl:25][C:26]1[CH:31]=[CH:30][C:29]([S:32](Cl)(=[O:34])=[O:33])=[C:28]([F:36])[CH:27]=1. The catalyst is N1C=CC=CC=1.C(Cl)Cl. The product is [Cl:25][C:26]1[CH:31]=[CH:30][C:29]([S:32]([NH:24][C:20]2[CH:21]=[N:22][CH:23]=[C:18]([C:16]3[CH:15]=[CH:14][C:10]4[N:11]=[CH:12][N:13]=[C:8]([O:7][CH:4]5[CH2:5][CH2:6][O:1][CH2:2][CH2:3]5)[C:9]=4[N:17]=3)[CH:19]=2)(=[O:33])=[O:34])=[C:28]([F:36])[CH:27]=1. The yield is 0.430. (6) The reactants are [NH2:1][C:2]1[C:3]([Br:10])=[CH:4][C:5]([Cl:9])=[C:6]([OH:8])[CH:7]=1.C(=O)([O-])[O-].[Cs+].[Cs+].[I-].[Na+].Br[CH2:20][CH2:21][O:22][Si:23]([C:26]([CH3:29])([CH3:28])[CH3:27])([CH3:25])[CH3:24]. The catalyst is CN1C(=O)CCC1.O. The product is [Br:10][C:3]1[CH:4]=[C:5]([Cl:9])[C:6]([O:8][CH2:20][CH2:21][O:22][Si:23]([C:26]([CH3:29])([CH3:28])[CH3:27])([CH3:25])[CH3:24])=[CH:7][C:2]=1[NH2:1]. The yield is 0.780. (7) The catalyst is CO.C1COCC1.O. The product is [NH2:18][CH2:17][CH2:16][CH2:15][CH2:14][C:11]1[CH:12]=[CH:13][C:8]([CH2:7][CH2:6][CH2:5][C@@H:4]([NH:19][C:20]([O:22][C:23]([CH3:26])([CH3:25])[CH3:24])=[O:21])[C:3]([OH:27])=[O:2])=[CH:9][CH:10]=1. The yield is 0.750. The reactants are C[O:2][C:3](=[O:27])[C@H:4]([NH:19][C:20]([O:22][C:23]([CH3:26])([CH3:25])[CH3:24])=[O:21])[C:5]#[C:6][CH2:7][C:8]1[CH:13]=[CH:12][C:11]([CH2:14][CH2:15][CH2:16][CH2:17][NH2:18])=[CH:10][CH:9]=1.O.[OH-].[Li+].Cl. (8) The yield is 0.909. The product is [F:22][C:19]1[CH:20]=[CH:21][C:16]([C:14]2[O:13][N:12]=[C:11]([NH:10][C:8](=[O:9])[CH2:7][C:6]([OH:23])=[O:5])[CH:15]=2)=[CH:17][CH:18]=1. The reactants are [OH-].[Na+].C([O:5][C:6](=[O:23])[CH2:7][C:8]([NH:10][C:11]1[CH:15]=[C:14]([C:16]2[CH:21]=[CH:20][C:19]([F:22])=[CH:18][CH:17]=2)[O:13][N:12]=1)=[O:9])C.C1COCC1. The catalyst is O. (9) The reactants are CO.Cl.[CH3:4][O:5][C:6]1[CH:11]=[CH:10][C:9]([NH:12][NH2:13])=[CH:8][CH:7]=1.[F:14][C:15]([F:27])([F:26])[C:16](=O)[CH2:17][C:18]([C:20]1[O:21][CH:22]=[CH:23][CH:24]=1)=O.FC(F)(F)C(O)=O. The catalyst is C(O)(C)C.O. The product is [O:21]1[CH:22]=[CH:23][CH:24]=[C:20]1[C:18]1[N:12]([C:9]2[CH:10]=[CH:11][C:6]([O:5][CH3:4])=[CH:7][CH:8]=2)[N:13]=[C:16]([C:15]([F:14])([F:26])[F:27])[CH:17]=1. The yield is 0.960.